Dataset: Full USPTO retrosynthesis dataset with 1.9M reactions from patents (1976-2016). Task: Predict the reactants needed to synthesize the given product. Given the product [F:37][C:14]([F:13])([C:18]1[CH:26]=[C:25]2[C:21]([C:22]([CH3:36])=[N:23][N:24]2[CH2:2][C:3]2[CH:4]=[CH:5][CH:6]=[C:7]3[C:12]=2[N:11]=[CH:10][CH:9]=[CH:8]3)=[CH:20][CH:19]=1)[C:15]([OH:17])=[O:16], predict the reactants needed to synthesize it. The reactants are: Br[CH2:2][C:3]1[CH:4]=[CH:5][CH:6]=[C:7]2[C:12]=1[N:11]=[CH:10][CH:9]=[CH:8]2.[F:13][C:14]([F:37])([C:18]1[CH:26]=[C:25]2[C:21]([C:22]([CH3:36])=[N:23][N:24]2CC2C(C)=CC=CC=2C)=[CH:20][CH:19]=1)[C:15]([OH:17])=[O:16].